Dataset: Reaction yield outcomes from USPTO patents with 853,638 reactions. Task: Predict the reaction yield, written as a fraction of the theoretical maximum amount of product (1.0 means a 100% yield; for example, 0.34 means a 34% yield). (1) The reactants are Cl.C(N=C=NCCCN(C)C)C.[F:13][C:14]([F:41])([F:40])[C:15]1[N:16]=[CH:17][N:18]([C:20]2[CH:39]=[CH:38][C:23]([O:24][CH:25]([C:29]3[CH:37]=[CH:36][C:32]([C:33]([OH:35])=O)=[CH:31][CH:30]=3)[CH2:26][CH2:27][CH3:28])=[CH:22][CH:21]=2)[CH:19]=1.Cl.[NH2:43][CH2:44][CH2:45][C:46]([O:48][CH3:49])=[O:47].ON1C2N=CC=CC=2N=N1.C(N(CC)CC)C. The catalyst is ClCCl. The product is [F:40][C:14]([F:13])([F:41])[C:15]1[N:16]=[CH:17][N:18]([C:20]2[CH:39]=[CH:38][C:23]([O:24][CH:25]([C:29]3[CH:37]=[CH:36][C:32]([C:33]([NH:43][CH2:44][CH2:45][C:46]([O:48][CH3:49])=[O:47])=[O:35])=[CH:31][CH:30]=3)[CH2:26][CH2:27][CH3:28])=[CH:22][CH:21]=2)[CH:19]=1. The yield is 0.900. (2) The reactants are [Cl:1][C:2]1[CH:3]=[C:4]([C@@H:8](O)[CH2:9][NH:10][C:11](=[O:17])[O:12][C:13]([CH3:16])([CH3:15])[CH3:14])[CH:5]=[CH:6][CH:7]=1.[C:19]1(=[O:29])[NH:23][C:22](=[O:24])[C:21]2=[CH:25][CH:26]=[CH:27][CH:28]=[C:20]12.C1(P(C2C=CC=CC=2)C2C=CC=CC=2)C=CC=CC=1. The catalyst is C1COCC1. The product is [Cl:1][C:2]1[CH:3]=[C:4]([C@H:8]([N:23]2[C:19](=[O:29])[C:20]3[C:21](=[CH:25][CH:26]=[CH:27][CH:28]=3)[C:22]2=[O:24])[CH2:9][NH:10][C:11](=[O:17])[O:12][C:13]([CH3:16])([CH3:15])[CH3:14])[CH:5]=[CH:6][CH:7]=1. The yield is 0.584. (3) The reactants are [CH:1]([CH2:3][O:4][C:5]1[CH:14]=[CH:13][C:8]([C:9]([O:11][CH3:12])=[O:10])=[CH:7][CH:6]=1)=O.OC1C=CC(C(OC)=O)=CC=1.[CH:26]1([NH2:29])[CH2:28][CH2:27]1.[BH3-]C#N.[Na+]. The catalyst is CO.CC(O)=O. The product is [CH:26]1([NH:29][CH2:1][CH2:3][O:4][C:5]2[CH:6]=[CH:7][C:8]([C:9]([O:11][CH3:12])=[O:10])=[CH:13][CH:14]=2)[CH2:28][CH2:27]1. The yield is 0.490. (4) The reactants are [S:1]1[CH2:5][CH:4]([C:6]([OH:8])=[O:7])[NH:3][CH2:2]1.[CH3:9][C:10]([O:13][C:14](O[C:14]([O:13][C:10]([CH3:12])([CH3:11])[CH3:9])=[O:15])=[O:15])([CH3:12])[CH3:11].O. The catalyst is CN(C=O)C. The product is [C:10]([O:13][C:14]([N:3]1[CH:4]([C:6]([OH:8])=[O:7])[CH2:5][S:1][CH2:2]1)=[O:15])([CH3:12])([CH3:11])[CH3:9]. The yield is 0.740. (5) The reactants are N[C@H](C(O)=O)C[C:4]1[N:8]=[CH:7][NH:6][CH:5]=1.Br[C:13]1[CH:18]=[CH:17][C:16]([N+:19]([O-:21])=[O:20])=[CH:15][C:14]=1[O:22][CH3:23].N1C=CN=C1.C([O-])([O-])=O.[K+].[K+].C([O-])(O)=O.[Na+]. The catalyst is CS(C)=O.[Cu]I.COC1C=C([N+]([O-])=O)C=CC=1N1C=CN=C1. The product is [CH3:23][O:22][C:14]1[CH:15]=[C:16]([N+:19]([O-:21])=[O:20])[CH:17]=[CH:18][C:13]=1[N:6]1[CH:5]=[CH:4][N:8]=[CH:7]1. The yield is 0.970. (6) The reactants are C(O[C:4]([C:6]1[N:7]2[CH:13]=[C:12]([C:14]3[CH:19]=[CH:18][CH:17]=[CH:16][C:15]=3[N+:20]([O-:22])=[O:21])[N:11]=[C:8]2[S:9][CH:10]=1)=O)C.[OH-:23].[Na+].C1[CH2:29][O:28]CC1.O. No catalyst specified. The product is [N+:20]([C:15]1[CH:16]=[CH:17][CH:18]=[CH:19][C:14]=1[C:12]1[N:11]=[C:8]2[N:7]([CH:13]=1)[C:6]([CH2:4][C:29]([OH:28])=[O:23])=[CH:10][S:9]2)([O-:22])=[O:21]. The yield is 0.990. (7) The reactants are P(Br)(Br)[Br:2].[C:5]([S:9][C:10]1[CH:15]=[CH:14][C:13]([C:16]2[CH:21]=[CH:20][C:19]([CH2:22]O)=[CH:18][CH:17]=2)=[CH:12][CH:11]=1)([CH3:8])([CH3:7])[CH3:6].CO. The catalyst is C(Cl)(Cl)Cl. The product is [C:5]([S:9][C:10]1[CH:15]=[CH:14][C:13]([C:16]2[CH:21]=[CH:20][C:19]([CH2:22][Br:2])=[CH:18][CH:17]=2)=[CH:12][CH:11]=1)([CH3:8])([CH3:7])[CH3:6]. The yield is 0.770. (8) The reactants are [NH2:1][C:2]1[C:3]([C:9]([O:11][CH3:12])=[O:10])=[N:4][C:5](Br)=[CH:6][N:7]=1.[Br:13][C:14]1[CH:15]=[CH:16][C:17]([F:23])=[C:18](B(O)O)[CH:19]=1. No catalyst specified. The product is [NH2:1][C:2]1[C:3]([C:9]([O:11][CH3:12])=[O:10])=[N:4][C:5]([C:16]2[CH:15]=[C:14]([Br:13])[CH:19]=[CH:18][C:17]=2[F:23])=[CH:6][N:7]=1. The yield is 0.350. (9) The reactants are [NH2:1][C:2]1[C:11]2[C:6](=[CH:7][CH:8]=[CH:9][C:10]=2[O:12][CH:13]2[CH2:18][CH2:17][CH2:16][CH2:15][CH2:14]2)[N:5]=[C:4]([CH3:19])[C:3]=1[C:20]([OH:22])=[O:21].C([O-])(O)=O.[Na+:27]. The catalyst is C(O)C.O. The product is [NH2:1][C:2]1[C:11]2[C:6](=[CH:7][CH:8]=[CH:9][C:10]=2[O:12][CH:13]2[CH2:18][CH2:17][CH2:16][CH2:15][CH2:14]2)[N:5]=[C:4]([CH3:19])[C:3]=1[C:20]([O-:22])=[O:21].[Na+:27]. The yield is 1.00. (10) The reactants are [CH3:1][C:2]1([CH:10]([OH:12])[CH3:11])[CH2:7][CH2:6][C:5]([CH3:8])=[C:4]([CH3:9])[CH2:3]1.[C:13]1(C)C=CC=CC=1. The catalyst is C(S([O-])(=O)=O)(F)(F)F.C(S([O-])(=O)=O)(F)(F)F.[Cu+2]. The product is [CH3:1][C:2]1([C:10]([OH:12])([CH3:13])[CH3:11])[CH2:7][CH2:6][C:5]([CH3:8])=[C:4]([CH3:9])[CH2:3]1. The yield is 0.650.